This data is from Forward reaction prediction with 1.9M reactions from USPTO patents (1976-2016). The task is: Predict the product of the given reaction. (1) The product is: [OH:22][CH:20]1[CH2:19][CH2:18][N:17]([C:23]([O:25][C:26]([CH3:29])([CH3:28])[CH3:27])=[O:24])[C@@H:16]([C:14](=[O:15])[NH:13][C@H:11]([C:8]2[CH:9]=[CH:10][C:5]([C:3]([O:2][CH3:1])=[O:4])=[CH:6][CH:7]=2)[CH3:12])[CH2:21]1. Given the reactants [CH3:1][O:2][C:3]([C:5]1[CH:10]=[CH:9][C:8]([C@@H:11]([NH:13][C:14]([C@H:16]2[CH2:21][C:20](=[O:22])[CH2:19][CH2:18][N:17]2[C:23]([O:25][C:26]([CH3:29])([CH3:28])[CH3:27])=[O:24])=[O:15])[CH3:12])=[CH:7][CH:6]=1)=[O:4].[BH4-].[Na+], predict the reaction product. (2) Given the reactants [F:1][C:2]1[CH:10]=[CH:9][C:8]([N+:11]([O-])=O)=[CH:7][C:3]=1[C:4]([OH:6])=O.S(Cl)(Cl)=O.[CH:18]([NH2:21])([CH3:20])[CH3:19].[Cl-].[NH4+], predict the reaction product. The product is: [NH2:11][C:8]1[CH:9]=[CH:10][C:2]([F:1])=[C:3]([CH:7]=1)[C:4]([NH:21][CH:18]([CH3:20])[CH3:19])=[O:6]. (3) Given the reactants [OH:1][C:2]1[C:10]([N+:11]([O-:13])=[O:12])=[C:9]2[C:5]([C:6](=[O:14])[O:7][CH2:8]2)=[CH:4][C:3]=1[O:15]C(=O)C.Cl, predict the reaction product. The product is: [OH:1][C:2]1[C:10]([N+:11]([O-:13])=[O:12])=[C:9]2[C:5](=[CH:4][C:3]=1[OH:15])[C:6](=[O:14])[O:7][CH2:8]2. (4) Given the reactants [C:1]([NH:8][C:9]1[CH:14]=[CH:13][C:12]([C:15]2[CH:20]=[CH:19][CH:18]=[CH:17][CH:16]=2)=[CH:11][C:10]=1[N+:21]([O-])=O)([O:3][C:4]([CH3:7])([CH3:6])[CH3:5])=[O:2].[H][H], predict the reaction product. The product is: [C:1]([NH:8][C:9]1[CH:14]=[CH:13][C:12]([C:15]2[CH:20]=[CH:19][CH:18]=[CH:17][CH:16]=2)=[CH:11][C:10]=1[NH2:21])([O:3][C:4]([CH3:7])([CH3:6])[CH3:5])=[O:2]. (5) Given the reactants [NH2:1][C:2]1[N:7]=[C:6](Cl)[CH:5]=[C:4]([CH3:9])[N:3]=1.[NH3:10].[I:11]Cl, predict the reaction product. The product is: [NH2:1][C:2]1[N:7]=[C:6]([NH2:10])[C:5]([I:11])=[C:4]([CH3:9])[N:3]=1.